From a dataset of Catalyst prediction with 721,799 reactions and 888 catalyst types from USPTO. Predict which catalyst facilitates the given reaction. (1) Reactant: [C:1]1([CH2:7][CH2:8][CH2:9][OH:10])[CH:6]=[CH:5][CH:4]=[CH:3][CH:2]=1.[H-].[Na+].[Br:13][C:14]1[CH:15]=[CH:16][C:17](F)=[C:18]([CH:21]=1)[C:19]#[N:20].O. Product: [Br:13][C:14]1[CH:15]=[CH:16][C:17]([O:10][CH2:9][CH2:8][CH2:7][C:1]2[CH:6]=[CH:5][CH:4]=[CH:3][CH:2]=2)=[C:18]([CH:21]=1)[C:19]#[N:20]. The catalyst class is: 9. (2) Reactant: [CH:1]1[CH:6]=[CH:5][C:4]([N:7]([C:14]2[CH:19]=[CH:18][C:17](Br)=[CH:16][CH:15]=2)[C:8]2[CH:13]=[CH:12][CH:11]=[CH:10][CH:9]=2)=[CH:3][CH:2]=1.[C:21]([C:24]1[CH:29]=[CH:28][C:27](B(O)O)=[CH:26][CH:25]=1)(=[O:23])[CH3:22].C(=O)([O-])[O-].[Na+].[Na+].C(#N)C. Product: [C:4]1([N:7]([C:8]2[CH:13]=[CH:12][CH:11]=[CH:10][CH:9]=2)[C:14]2[CH:19]=[CH:18][C:17]([C:27]3[CH:28]=[CH:29][C:24]([C:21](=[O:23])[CH3:22])=[CH:25][CH:26]=3)=[CH:16][CH:15]=2)[CH:5]=[CH:6][CH:1]=[CH:2][CH:3]=1. The catalyst class is: 189. (3) Reactant: [CH3:1][S:2]([C:5]1[CH:10]=[CH:9][C:8]([C:11]2[C:16]([C:17]3[CH:22]=[CH:21][C:20]([C:23]([F:26])([F:25])[F:24])=[CH:19][CH:18]=3)=[CH:15][C:14]([CH:27]([CH2:31][CH:32]([CH3:34])[CH3:33])[C:28]([O-:30])=[O:29])=[CH:13][CH:12]=2)=[CH:7][CH:6]=1)(=[O:4])=[O:3].O[Li].O. Product: [CH3:1][S:2]([C:5]1[CH:6]=[CH:7][C:8]([C:11]2[C:16]([C:17]3[CH:22]=[CH:21][C:20]([C:23]([F:26])([F:25])[F:24])=[CH:19][CH:18]=3)=[CH:15][C:14]([CH:27]([CH2:31][CH:32]([CH3:34])[CH3:33])[C:28]([OH:30])=[O:29])=[CH:13][CH:12]=2)=[CH:9][CH:10]=1)(=[O:3])=[O:4]. The catalyst class is: 200. (4) Reactant: [CH2:1]([C@@H:8]([CH2:13][CH2:14][C@H:15]([CH2:33][C:34]1[CH:39]=[CH:38][CH:37]=[CH:36][CH:35]=1)[C:16](=[O:32])[NH:17][C@@H:18]1[CH2:24][CH2:23][CH2:22][CH2:21][N:20]([C:25]2[CH:30]=[CH:29][CH:28]=[CH:27][CH:26]=2)[C:19]1=[O:31])[C:9]([O:11]C)=[O:10])[C:2]1[CH:7]=[CH:6][CH:5]=[CH:4][CH:3]=1.[Li+].[OH-].O.Cl. Product: [CH2:1]([C@@H:8]([CH2:13][CH2:14][C@H:15]([CH2:33][C:34]1[CH:35]=[CH:36][CH:37]=[CH:38][CH:39]=1)[C:16](=[O:32])[NH:17][C@@H:18]1[CH2:24][CH2:23][CH2:22][CH2:21][N:20]([C:25]2[CH:26]=[CH:27][CH:28]=[CH:29][CH:30]=2)[C:19]1=[O:31])[C:9]([OH:11])=[O:10])[C:2]1[CH:7]=[CH:6][CH:5]=[CH:4][CH:3]=1. The catalyst class is: 5. (5) Reactant: [F:1][C:2]([F:22])([O:8][C:9]1[CH:14]=[C:13]([F:15])[C:12]([N+:16]([O-])=O)=[CH:11][C:10]=1[N+:19]([O-])=O)[C:3]([N:5]([CH3:7])[CH3:6])=[O:4].CO.C1CCCCC1.CCOC(C)=O. Product: [F:22][C:2]([F:1])([O:8][C:9]1[CH:14]=[C:13]([F:15])[C:12]([NH2:16])=[CH:11][C:10]=1[NH2:19])[C:3]([N:5]([CH3:7])[CH3:6])=[O:4]. The catalyst class is: 787. (6) Reactant: [CH3:1][N:2]([CH3:11])[C:3]1[CH:10]=[CH:9][C:6]([CH:7]=O)=[CH:5][CH:4]=1.Cl.[NH2:13][OH:14].C([O-])(=O)C.[Na+].O. Product: [CH3:1][N:2]([CH3:11])[C:3]1[CH:10]=[CH:9][C:6]([CH:7]=[N:13][OH:14])=[CH:5][CH:4]=1. The catalyst class is: 8. (7) Reactant: [NH:1]([C:30]([O:32][CH2:33][C:34]1[CH:39]=[CH:38][CH:37]=[CH:36][CH:35]=1)=[O:31])[C@H:2]([C:6]([N:8]1[CH2:29][CH2:28][CH2:27][C@H:9]1[C:10]([NH:12][C@H:13]([C:17]([N:19]1[CH2:26][CH2:25][CH2:24][C@H:20]1[C:21](O)=[O:22])=[O:18])[CH:14]([CH3:16])[CH3:15])=[O:11])=[O:7])[CH:3]([CH3:5])[CH3:4].[CH3:40]N1CCOCC1.[N+](=C)=[N-].[ClH:50]. Product: [NH:1]([C:30]([O:32][CH2:33][C:34]1[CH:39]=[CH:38][CH:37]=[CH:36][CH:35]=1)=[O:31])[C@H:2]([C:6]([N:8]1[CH2:29][CH2:28][CH2:27][C@H:9]1[C:10]([NH:12][C@H:13]([C:17]([N:19]1[CH2:26][CH2:25][CH2:24][C@H:20]1[C:21]([CH2:40][Cl:50])=[O:22])=[O:18])[CH:14]([CH3:15])[CH3:16])=[O:11])=[O:7])[CH:3]([CH3:5])[CH3:4]. The catalyst class is: 12. (8) The catalyst class is: 8. Reactant: [F:1][C:2]1[CH:7]=[CH:6][CH:5]=[CH:4][C:3]=1[C:8]1[CH:13]=[CH:12][C:11]([C:14]2[O:18][N:17]=[C:16]([C:19]3[CH:24]=[CH:23][C:22]([CH2:25][N:26]4[CH:30]=[CH:29][C:28]([C:31]([O:33]C)=[O:32])=[N:27]4)=[CH:21][CH:20]=3)[N:15]=2)=[CH:10][C:9]=1[C:35]([F:38])([F:37])[F:36].[OH-].[Na+:40]. Product: [Na+:40].[F:1][C:2]1[CH:7]=[CH:6][CH:5]=[CH:4][C:3]=1[C:8]1[CH:13]=[CH:12][C:11]([C:14]2[O:18][N:17]=[C:16]([C:19]3[CH:20]=[CH:21][C:22]([CH2:25][N:26]4[CH:30]=[CH:29][C:28]([C:31]([O-:33])=[O:32])=[N:27]4)=[CH:23][CH:24]=3)[N:15]=2)=[CH:10][C:9]=1[C:35]([F:37])([F:38])[F:36]. (9) Reactant: [NH2:1][C:2]1[CH:7]=[CH:6][C:5]([CH2:8][C@H:9]([NH:35][C:36](=[O:48])[C@@H:37]([N:39]([CH3:47])[C:40](=[O:46])[O:41][C:42]([CH3:45])([CH3:44])[CH3:43])[CH3:38])[C:10](=[O:34])[N:11]2[C@H:20]([C:21](=[O:33])[NH:22][C@H:23]3[C:32]4[C:27](=[CH:28][CH:29]=[CH:30][CH:31]=4)[CH2:26][CH2:25][CH2:24]3)[CH2:19][C:18]3[C:13](=[CH:14][CH:15]=[CH:16][CH:17]=3)[CH2:12]2)=[CH:4][CH:3]=1.[CH:49]([C:51]1[CH:59]=[CH:58][C:54]([C:55]([OH:57])=[O:56])=[CH:53][CH:52]=1)=O.CC(O)=O.[BH-](OC(C)=O)(OC(C)=O)OC(C)=O.[Na+]. Product: [C:42]([O:41][C:40]([N:39]([CH3:47])[C@@H:37]([CH3:38])[C:36]([NH:35][C@H:9]([C:10](=[O:34])[N:11]1[C@H:20]([C:21](=[O:33])[NH:22][C@H:23]2[C:32]3[C:27](=[CH:28][CH:29]=[CH:30][CH:31]=3)[CH2:26][CH2:25][CH2:24]2)[CH2:19][C:18]2[C:13](=[CH:14][CH:15]=[CH:16][CH:17]=2)[CH2:12]1)[CH2:8][C:5]1[CH:4]=[CH:3][C:2]([NH:1][CH2:49][C:51]2[CH:59]=[CH:58][C:54]([C:55]([OH:57])=[O:56])=[CH:53][CH:52]=2)=[CH:7][CH:6]=1)=[O:48])=[O:46])([CH3:43])([CH3:44])[CH3:45]. The catalyst class is: 26. (10) Reactant: [CH3:1][S:2](Cl)(=[O:4])=[O:3].[NH2:6][CH2:7][CH2:8][CH2:9][O:10][C:11]1[CH:16]=[CH:15][C:14]([C:17]2[N:22]=[C:21]([C:23]#[N:24])[C:20]3[N:25]=[CH:26][N:27]([CH3:28])[C:19]=3[CH:18]=2)=[CH:13][C:12]=1[C:29]([F:32])([F:31])[F:30].CCN(C(C)C)C(C)C. Product: [C:23]([C:21]1[C:20]2[N:25]=[CH:26][N:27]([CH3:28])[C:19]=2[CH:18]=[C:17]([C:14]2[CH:15]=[CH:16][C:11]([O:10][CH2:9][CH2:8][CH2:7][NH:6][S:2]([CH3:1])(=[O:4])=[O:3])=[C:12]([C:29]([F:32])([F:30])[F:31])[CH:13]=2)[N:22]=1)#[N:24]. The catalyst class is: 2.